From a dataset of Reaction yield outcomes from USPTO patents with 853,638 reactions. Predict the reaction yield, written as a fraction of the theoretical maximum amount of product (1.0 means a 100% yield; for example, 0.34 means a 34% yield). (1) The reactants are [OH:1][CH2:2][CH:3]1[CH2:8][CH2:7][CH2:6][CH2:5][N:4]1[C:9]([O:11][C:12]([CH3:15])([CH3:14])[CH3:13])=[O:10].[H-].[Na+].[N+:18]([C:21]1[CH:28]=[CH:27][CH:26]=[C:25]([N+]([O-])=O)[C:22]=1[C:23]#[N:24])([O-:20])=[O:19]. The catalyst is C1COCC1.CN(C=O)C.O. The product is [C:23]([C:22]1[C:21]([N+:18]([O-:20])=[O:19])=[CH:28][CH:27]=[CH:26][C:25]=1[O:1][CH2:2][CH:3]1[CH2:8][CH2:7][CH2:6][CH2:5][N:4]1[C:9]([O:11][C:12]([CH3:15])([CH3:14])[CH3:13])=[O:10])#[N:24]. The yield is 0.706. (2) The reactants are [F:1][C:2]1[C:3]([NH:16][C:17]2[CH:22]=[CH:21][C:20]([I:23])=[CH:19][C:18]=2[F:24])=[C:4]([C:9]([N:11]2[CH2:14][CH:13]([NH2:15])[CH2:12]2)=[O:10])[CH:5]=[CH:6][C:7]=1[F:8].C1CN([P+](ON2N=NC3C=CC=CC2=3)(N2CCCC2)N2CCCC2)CC1.F[P-](F)(F)(F)(F)F.C(N(CC)C(C)C)(C)C.[Br:67][CH2:68][C:69](O)=[O:70]. The catalyst is CN(C)C=O. The product is [Br:67][CH2:68][C:69]([NH:15][CH:13]1[CH2:14][N:11]([C:9]([C:4]2[CH:5]=[CH:6][C:7]([F:8])=[C:2]([F:1])[C:3]=2[NH:16][C:17]2[CH:22]=[CH:21][C:20]([I:23])=[CH:19][C:18]=2[F:24])=[O:10])[CH2:12]1)=[O:70]. The yield is 0.820. (3) The reactants are [NH2:1][C@H:2]([C:5]([OH:7])=[O:6])[CH2:3][SH:4].[OH-].[Na+].[CH:10]1([CH2:13]Br)[CH2:12][CH2:11]1.Cl. The catalyst is C(O)C. The product is [CH:10]1([CH2:13][S:4][CH2:3][C@@H:2]([C:5]([OH:7])=[O:6])[NH2:1])[CH2:12][CH2:11]1. The yield is 0.886.